From a dataset of Forward reaction prediction with 1.9M reactions from USPTO patents (1976-2016). Predict the product of the given reaction. (1) Given the reactants Br[C:2]1[C:10]2[N:9]3[CH2:11][CH2:12][NH:13][C:14](=[O:15])[C:8]3=[CH:7][C:6]=2[CH:5]=[C:4]([C:16]#[N:17])[CH:3]=1.[F:18][C:19]1[CH:24]=[C:23]([F:25])[CH:22]=[CH:21][C:20]=1B(O)O, predict the reaction product. The product is: [F:18][C:19]1[CH:24]=[C:23]([F:25])[CH:22]=[CH:21][C:20]=1[C:2]1[C:10]2[N:9]3[CH2:11][CH2:12][NH:13][C:14](=[O:15])[C:8]3=[CH:7][C:6]=2[CH:5]=[C:4]([C:16]#[N:17])[CH:3]=1. (2) Given the reactants Cl[C:2]1[N:7]=[CH:6][N:5]=[C:4]([N:8]2[C:12](=[O:13])[C:11]([C:14]3[CH:15]=[N:16][CH:17]=[CH:18][CH:19]=3)=[CH:10][NH:9]2)[CH:3]=1.[NH:20]1[CH2:23][CH2:22][CH2:21]1, predict the reaction product. The product is: [N:20]1([C:2]2[N:7]=[CH:6][N:5]=[C:4]([N:8]3[C:12](=[O:13])[C:11]([C:14]4[CH:15]=[N:16][CH:17]=[CH:18][CH:19]=4)=[CH:10][NH:9]3)[CH:3]=2)[CH2:23][CH2:22][CH2:21]1. (3) Given the reactants CCN(C(C)C)C(C)C.[C:10]([C@:13]([N:19]([CH3:29])[C:20]([C:22]1[CH:27]=[CH:26][C:25]([I:28])=[CH:24][CH:23]=1)=[O:21])([CH3:18])[C:14]([NH:16][CH3:17])=[O:15])([OH:12])=O.[O:30]1[CH2:35][CH2:34][CH2:33][CH2:32][CH:31]1[O:36][NH2:37].CN(C(ON1N=NC2C=CC=NC1=2)=[N+](C)C)C.F[P-](F)(F)(F)(F)F, predict the reaction product. The product is: [I:28][C:25]1[CH:26]=[CH:27][C:22]([C:20]([N:19]([CH3:29])[C@:13]([CH3:18])([C:10]([NH:37][O:36][CH:31]2[CH2:32][CH2:33][CH2:34][CH2:35][O:30]2)=[O:12])[C:14]([NH:16][CH3:17])=[O:15])=[O:21])=[CH:23][CH:24]=1.